Dataset: Forward reaction prediction with 1.9M reactions from USPTO patents (1976-2016). Task: Predict the product of the given reaction. (1) Given the reactants [OH:1][C:2]1[CH:7]=[CH:6][C:5]([CH:8]=[CH:9][C:10](=[O:20])[CH:11]=[CH:12][C:13]2[CH:18]=[CH:17][C:16]([OH:19])=[CH:15][CH:14]=2)=[CH:4][CH:3]=1.[C:21](OC(=O)C)(=[O:23])[CH3:22].N1[CH:33]=[CH:32]C=CC=1.[OH2:34], predict the reaction product. The product is: [C:21]([O:1][C:2]1[CH:7]=[CH:6][C:5]([CH:8]=[CH:9][C:10](=[O:20])[CH:11]=[CH:12][C:13]2[CH:14]=[CH:15][C:16]([O:19][C:32](=[O:34])[CH3:33])=[CH:17][CH:18]=2)=[CH:4][CH:3]=1)(=[O:23])[CH3:22]. (2) Given the reactants [H-].[Na+].[F:3][CH:4]([F:7])[CH2:5][OH:6].[Cl:8][C:9]1[CH:21]=[C:20](F)[CH:19]=[CH:18][C:10]=1[C:11]([O:13][C:14]([CH3:17])([CH3:16])[CH3:15])=[O:12], predict the reaction product. The product is: [Cl:8][C:9]1[CH:21]=[C:20]([O:6][CH2:5][CH:4]([F:7])[F:3])[CH:19]=[CH:18][C:10]=1[C:11]([O:13][C:14]([CH3:17])([CH3:16])[CH3:15])=[O:12].